Dataset: Peptide-MHC class II binding affinity with 134,281 pairs from IEDB. Task: Regression. Given a peptide amino acid sequence and an MHC pseudo amino acid sequence, predict their binding affinity value. This is MHC class II binding data. (1) The peptide sequence is VDAAFKVAATAANAAPANDK. The MHC is HLA-DQA10501-DQB10301 with pseudo-sequence HLA-DQA10501-DQB10301. The binding affinity (normalized) is 0.825. (2) The peptide sequence is GLALSHLNAMSKVRK. The MHC is HLA-DQA10601-DQB10402 with pseudo-sequence HLA-DQA10601-DQB10402. The binding affinity (normalized) is 0.272.